From a dataset of Full USPTO retrosynthesis dataset with 1.9M reactions from patents (1976-2016). Predict the reactants needed to synthesize the given product. (1) Given the product [ClH:36].[ClH:40].[NH2:1][CH2:2][C:3]([O:5][CH2:6][CH2:7][O:8][C:9]1[CH:14]=[CH:13][C:12]([C:15]2[C:20]([C:21]#[N:22])=[C:19]([S:23][CH2:24][C:25]3[N:26]=[C:27]([C:30]4[CH:31]=[CH:32][C:33]([Cl:36])=[CH:34][CH:35]=4)[S:28][CH:29]=3)[N:18]=[C:17]([NH2:37])[C:16]=2[C:38]#[N:39])=[CH:11][CH:10]=1)=[O:4], predict the reactants needed to synthesize it. The reactants are: [NH2:1][CH2:2][C:3]([O:5][CH2:6][CH2:7][O:8][C:9]1[CH:14]=[CH:13][C:12]([C:15]2[C:20]([C:21]#[N:22])=[C:19]([S:23][CH2:24][C:25]3[N:26]=[C:27]([C:30]4[CH:35]=[CH:34][C:33]([Cl:36])=[CH:32][CH:31]=4)[S:28][CH:29]=3)[N:18]=[C:17]([NH2:37])[C:16]=2[C:38]#[N:39])=[CH:11][CH:10]=1)=[O:4].[ClH:40]. (2) Given the product [Si:11]([O:10][CH:7]1[CH2:8][CH2:9][CH:4]([NH2:1])[CH2:5][CH:6]1[F:18])([C:14]([CH3:17])([CH3:16])[CH3:15])([CH3:13])[CH3:12], predict the reactants needed to synthesize it. The reactants are: [N:1]([CH:4]1[CH2:9][CH2:8][CH:7]([O:10][Si:11]([C:14]([CH3:17])([CH3:16])[CH3:15])([CH3:13])[CH3:12])[CH:6]([F:18])[CH2:5]1)=[N+]=[N-]. (3) Given the product [F:20][C:17]([F:18])([F:19])[C:14]1[CH:13]=[CH:12][C:11]([C:9]2[N:10]=[C:6]([CH2:5][CH2:4][OH:3])[S:7][CH:8]=2)=[CH:16][CH:15]=1, predict the reactants needed to synthesize it. The reactants are: C([O:3][C:4](=O)[CH2:5][C:6]1[S:7][CH:8]=[C:9]([C:11]2[CH:16]=[CH:15][C:14]([C:17]([F:20])([F:19])[F:18])=[CH:13][CH:12]=2)[N:10]=1)C.[H-].[H-].[H-].[H-].[Li+].[Al+3]. (4) Given the product [Br:6][C:7]1[CH:16]=[C:11]([CH2:12][OH:13])[C:10]([Cl:17])=[N:9][CH:8]=1, predict the reactants needed to synthesize it. The reactants are: [Cl-].[Ca+2].[Cl-].[BH4-].[Na+].[Br:6][C:7]1[CH:8]=[N:9][C:10]([Cl:17])=[C:11]([CH:16]=1)[C:12](OC)=[O:13].Cl. (5) The reactants are: [NH4+].[N:2]#[C:3][S-:4].[CH3:5][O:6][C:7]1[CH:8]=[C:9]([CH:11]=[C:12]([O:14][CH3:15])[CH:13]=1)[NH2:10]. Given the product [CH3:15][O:14][C:12]1[CH:11]=[C:9]([NH:10][C:3]([NH2:2])=[S:4])[CH:8]=[C:7]([O:6][CH3:5])[CH:13]=1, predict the reactants needed to synthesize it. (6) Given the product [CH:56]1[C:57]2[CH:58]([CH2:60][O:61][C:62]([N:64]([CH3:71])[C:65]([CH3:66])([C:67]([NH:41][C@H:40]([C:39]([N:38]([C@@H:33]([C@@H:34]([CH3:37])[CH2:35][CH3:36])[C@H:3]([O:2][CH3:1])[CH2:4][C:5]([N:7]3[CH2:11][CH2:10][CH2:9][C@H:8]3[C@H:12]([O:31][CH3:32])[C@@H:13]([CH3:30])[C:14]([NH:16][C@H:17]([C:25]3[S:26][CH:27]=[CH:28][N:29]=3)[CH2:18][C:19]3[CH:24]=[CH:23][CH:22]=[CH:21][CH:20]=3)=[S:15])=[O:6])[CH3:46])=[O:45])[CH:42]([CH3:44])[CH3:43])=[O:68])[CH3:70])=[O:63])[C:59]3[C:51](=[CH:50][CH:49]=[CH:48][CH:47]=3)[C:52]=2[CH:53]=[CH:54][CH:55]=1, predict the reactants needed to synthesize it. The reactants are: [CH3:1][O:2][C@@H:3]([C@@H:33]([N:38]([CH3:46])[C:39](=[O:45])[C@H:40]([CH:42]([CH3:44])[CH3:43])[NH2:41])[C@@H:34]([CH3:37])[CH2:35][CH3:36])[CH2:4][C:5]([N:7]1[CH2:11][CH2:10][CH2:9][C@H:8]1[C@H:12]([O:31][CH3:32])[C@@H:13]([CH3:30])[C:14]([NH:16][C@H:17]([C:25]1[S:26][CH:27]=[CH:28][N:29]=1)[CH2:18][C:19]1[CH:24]=[CH:23][CH:22]=[CH:21][CH:20]=1)=[S:15])=[O:6].[CH:47]1[C:59]2[CH:58]([CH2:60][O:61][C:62]([N:64]([CH3:71])[C:65]([CH3:70])([C:67](O)=[O:68])[CH3:66])=[O:63])[C:57]3[C:52](=[CH:53][CH:54]=[CH:55][CH:56]=3)[C:51]=2[CH:50]=[CH:49][CH:48]=1.CN(C(ON1N=NC2C=CC=NC1=2)=[N+](C)C)C.F[P-](F)(F)(F)(F)F.C(N(C(C)C)CC)(C)C. (7) The reactants are: [NH2:1][C:2]1[CH:7]=[C:6]([Br:8])[CH:5]=[CH:4][C:3]=1[NH:9][C:10]([C@@H:12]1[CH2:16][CH2:15][CH2:14][N:13]1[C:17]([O:19][C:20]([CH3:23])([CH3:22])[CH3:21])=[O:18])=O.C([O-])(=O)C.[NH4+].C(O)(=O)C. Given the product [Br:8][C:6]1[CH:5]=[CH:4][C:3]2[NH:9][C:10]([C@@H:12]3[CH2:16][CH2:15][CH2:14][N:13]3[C:17]([O:19][C:20]([CH3:23])([CH3:22])[CH3:21])=[O:18])=[N:1][C:2]=2[CH:7]=1, predict the reactants needed to synthesize it. (8) Given the product [C:9]1([CH3:12])[CH:8]=[CH:7][C:6]([CH2:5][CH2:4][CH2:3][OH:2])=[CH:11][CH:10]=1, predict the reactants needed to synthesize it. The reactants are: C[O:2][C:3](=O)[CH2:4][CH2:5][C:6]1[CH:11]=[CH:10][C:9]([CH3:12])=[CH:8][CH:7]=1.O.[OH-].[Na+]. (9) The reactants are: [CH2:1]=[N:2][CH2:3][C:4]([O:6][CH2:7][CH3:8])=[O:5].[H-].[Na+].[C:11]([C:13]1[CH:21]=[CH:20][C:16]([C:17](Cl)=[O:18])=[CH:15][CH:14]=1)#[N:12]. Given the product [C:11]([C:13]1[CH:21]=[CH:20][C:16]([C:17]2[O:18][CH:1]=[N:2][C:3]=2[C:4]([O:6][CH2:7][CH3:8])=[O:5])=[CH:15][CH:14]=1)#[N:12], predict the reactants needed to synthesize it.